Predict the reaction yield, written as a fraction of the theoretical maximum amount of product (1.0 means a 100% yield; for example, 0.34 means a 34% yield). From a dataset of Reaction yield outcomes from USPTO patents with 853,638 reactions. (1) The reactants are [F:1][C:2]([F:23])([F:22])[C:3]1[N:8]2[CH:9]=[N:10][CH:11]=[C:7]2[N:6]=[C:5]([C:12]2[CH:17]=[CH:16][C:15]([C:18]([F:21])([F:20])[F:19])=[CH:14][CH:13]=2)[CH:4]=1.C([O-])(=O)C.[Na+].[I:29]Cl. The catalyst is C(O)(=O)C.O. The product is [I:29][C:11]1[N:10]=[CH:9][N:8]2[C:3]([C:2]([F:1])([F:22])[F:23])=[CH:4][C:5]([C:12]3[CH:13]=[CH:14][C:15]([C:18]([F:21])([F:20])[F:19])=[CH:16][CH:17]=3)=[N:6][C:7]=12. The yield is 1.00. (2) The reactants are F[C:2]1[CH:7]=[CH:6][C:5]([N+:8]([O-:10])=[O:9])=[CH:4][CH:3]=1.[C:11]1([O-:17])[CH:16]=[CH:15][CH:14]=[CH:13][CH:12]=1.[Na+]. No catalyst specified. The product is [O:17]([C:2]1[CH:7]=[CH:6][C:5]([N+:8]([O-:10])=[O:9])=[CH:4][CH:3]=1)[C:11]1[CH:16]=[CH:15][CH:14]=[CH:13][CH:12]=1. The yield is 0.980. (3) The reactants are [C:1]1([CH:7]([NH:9][C:10]([CH2:12][CH:13]2[CH2:18][CH2:17][N:16]([CH2:19][C:20]3[CH:25]=[CH:24][C:23]([F:26])=[CH:22][CH:21]=3)[CH2:15][CH2:14]2)=O)[CH3:8])[CH:6]=[CH:5][CH:4]=[CH:3][CH:2]=1.B.C1COCC1. No catalyst specified. The product is [C:1]1([CH:7]([NH:9][CH2:10][CH2:12][CH:13]2[CH2:18][CH2:17][N:16]([CH2:19][C:20]3[CH:25]=[CH:24][C:23]([F:26])=[CH:22][CH:21]=3)[CH2:15][CH2:14]2)[CH3:8])[CH:2]=[CH:3][CH:4]=[CH:5][CH:6]=1. The yield is 0.950. (4) The catalyst is ClCCl. The yield is 0.860. The product is [CH3:22][S:23]([O:1][CH:2]1[CH2:3][N:4]([C:6]([O:8][C:9]([CH3:12])([CH3:11])[CH3:10])=[O:7])[CH2:5]1)(=[O:25])=[O:24]. The reactants are [OH:1][CH:2]1[CH2:5][N:4]([C:6]([O:8][C:9]([CH3:12])([CH3:11])[CH3:10])=[O:7])[CH2:3]1.C(N(C(C)C)C(C)C)C.[CH3:22][S:23](Cl)(=[O:25])=[O:24]. (5) The reactants are [C:1]([O:9][C@H:10]1[CH2:15][C@H:14]([O:16]CC2C=CC=CC=2)[CH2:13][CH2:12][C@@H:11]1[C:24]1[N:28]([CH2:29][O:30][CH2:31][CH2:32][O:33][CH3:34])[N:27]=[CH:26][CH:25]=1)(=[O:8])[C:2]1[CH:7]=[CH:6][CH:5]=[CH:4][CH:3]=1.C(O[C@@H]1CC[C@H](OCC2C=CC=CC=2)C[C@@H]1C1N(COCCOC)N=CC=1)(=O)C1C=CC=CC=1. The catalyst is C(O)C.[C].[Pd]. The product is [C:1]([O:9][C@H:10]1[CH2:15][C@H:14]([OH:16])[CH2:13][CH2:12][C@@H:11]1[C:24]1[N:28]([CH2:29][O:30][CH2:31][CH2:32][O:33][CH3:34])[N:27]=[CH:26][CH:25]=1)(=[O:8])[C:2]1[CH:7]=[CH:6][CH:5]=[CH:4][CH:3]=1. The yield is 0.480. (6) The reactants are [CH3:1][N:2]1[CH:6]=[CH:5][N:4]=[C:3]1[CH:7]1[C:16](=O)[C:15]2[C:14]([C:18]([O:20]CC)=O)=[CH:13][CH:12]=[CH:11][C:10]=2[NH:9][CH:8]1[C:23]1[CH:28]=[CH:27][CH:26]=[CH:25][CH:24]=1.O.[NH2:30][NH2:31]. The catalyst is CO. The product is [CH3:1][N:2]1[CH:6]=[CH:5][N:4]=[C:3]1[CH:7]1[C:16]2=[N:30][NH:31][C:18](=[O:20])[C:14]3[CH:13]=[CH:12][CH:11]=[C:10]([C:15]=32)[NH:9][CH:8]1[C:23]1[CH:24]=[CH:25][CH:26]=[CH:27][CH:28]=1. The yield is 0.740. (7) The reactants are [NH2:1][C:2]1[N:7]=[CH:6][N:5]=[C:4]2[N:8]([CH2:25][C@H:26]3[CH2:30][CH2:29][CH2:28][N:27]3[C:31](=[O:35])[CH2:32][C:33]#[N:34])[N:9]=[C:10]([C:11]3[CH:16]=[CH:15][C:14]([O:17][C:18]4[CH:23]=[CH:22][CH:21]=[CH:20][CH:19]=4)=[CH:13][C:12]=3[F:24])[C:3]=12.[CH3:36][C:37]([N:41]1[CH2:46][CH2:45][O:44][CH2:43][CH2:42]1)([CH3:40])[CH:38]=O.N1CCCCC1. The catalyst is C(O)C. The product is [NH2:1][C:2]1[N:7]=[CH:6][N:5]=[C:4]2[N:8]([CH2:25][C@@H:26]3[CH2:30][CH2:29][CH2:28][N:27]3[C:31]([C:32](=[CH:36][C:37]([CH3:40])([N:41]3[CH2:46][CH2:45][O:44][CH2:43][CH2:42]3)[CH3:38])[C:33]#[N:34])=[O:35])[N:9]=[C:10]([C:11]3[CH:16]=[CH:15][C:14]([O:17][C:18]4[CH:19]=[CH:20][CH:21]=[CH:22][CH:23]=4)=[CH:13][C:12]=3[F:24])[C:3]=12. The yield is 0.560. (8) The reactants are Br[C:2]1[C:3]2[N:4]([CH:8]=[C:9]([C:11]3[CH:16]=[CH:15][C:14]([CH2:17][C@H:18]([NH:22][C:23](=[O:36])[C:24]4[CH:29]=[CH:28][C:27]([O:30][CH:31]([CH3:33])[CH3:32])=[C:26]([C:34]#[N:35])[CH:25]=4)[CH2:19][CH2:20][OH:21])=[CH:13][CH:12]=3)[N:10]=2)[CH:5]=[CH:6][CH:7]=1.[CH3:37][C:38]1[C:42](B(O)O)=[C:41]([CH3:46])[O:40][N:39]=1.C([O-])([O-])=O.[K+].[K+]. The yield is 0.220. The product is [C:34]([C:26]1[CH:25]=[C:24]([CH:29]=[CH:28][C:27]=1[O:30][CH:31]([CH3:32])[CH3:33])[C:23]([NH:22][C@@H:18]([CH2:17][C:14]1[CH:15]=[CH:16][C:11]([C:9]2[N:10]=[C:3]3[C:2]([C:42]4[C:38]([CH3:37])=[N:39][O:40][C:41]=4[CH3:46])=[CH:7][CH:6]=[CH:5][N:4]3[CH:8]=2)=[CH:12][CH:13]=1)[CH2:19][CH2:20][OH:21])=[O:36])#[N:35]. The catalyst is CN(C=O)C. (9) The yield is 0.500. The product is [OH:1][C@@H:2]1[C:10]2[C:5](=[CH:6][CH:7]=[CH:8][CH:9]=2)[CH2:4][C@@:3]1([CH2:20][C:21]1[CH:29]=[CH:28][C:24]([C:25]([O:27][CH2:36][CH2:37][CH3:38])=[O:26])=[CH:23][CH:22]=1)[C:11]1[CH2:12][C:13]2[C:18]([CH:19]=1)=[CH:17][CH:16]=[CH:15][CH:14]=2. The catalyst is CN(C=O)C.Cl. The reactants are [OH:1][C@@H:2]1[C:10]2[C:5](=[CH:6][CH:7]=[CH:8][CH:9]=2)[CH2:4][C@@:3]1([CH2:20][C:21]1[CH:29]=[CH:28][C:24]([C:25]([OH:27])=[O:26])=[CH:23][CH:22]=1)[C:11]1[CH2:12][C:13]2[C:18]([CH:19]=1)=[CH:17][CH:16]=[CH:15][CH:14]=2.C([O-])([O-])=O.[K+].[K+].[CH2:36](I)[CH2:37][CH3:38].